This data is from Peptide-MHC class II binding affinity with 134,281 pairs from IEDB. The task is: Regression. Given a peptide amino acid sequence and an MHC pseudo amino acid sequence, predict their binding affinity value. This is MHC class II binding data. (1) The peptide sequence is GEGIPLYDAIKCMRT. The MHC is DRB1_0101 with pseudo-sequence DRB1_0101. The binding affinity (normalized) is 0.376. (2) The peptide sequence is GRFYIQMCTELKLSDYEG. The MHC is DRB1_0405 with pseudo-sequence DRB1_0405. The binding affinity (normalized) is 0.689. (3) The MHC is DRB1_1602 with pseudo-sequence DRB1_1602. The binding affinity (normalized) is 0.525. The peptide sequence is YDKGLANVSTVLTGK.